The task is: Predict the product of the given reaction.. This data is from Forward reaction prediction with 1.9M reactions from USPTO patents (1976-2016). (1) Given the reactants [N+:1]([C:4]1[CH:5]=[C:6]2[C:10](=[CH:11][CH:12]=1)[NH:9][CH:8]=[C:7]2[C:13]1[CH2:18][CH2:17][C:16](=O)[CH2:15][CH:14]=1)([O-:3])=[O:2].Cl.[CH3:21][NH:22][CH3:23].CC(O)=O.[BH-](OC(C)=O)(OC(C)=O)OC(C)=O.[Na+], predict the reaction product. The product is: [CH3:21][N:22]([CH3:23])[CH:16]1[CH2:17][CH2:18][C:13]([C:7]2[C:6]3[C:10](=[CH:11][CH:12]=[C:4]([N+:1]([O-:3])=[O:2])[CH:5]=3)[NH:9][CH:8]=2)=[CH:14][CH2:15]1. (2) Given the reactants [NH2:1][C:2]1[CH:3]=[N:4][CH:5]=[CH:6][C:7]=1[NH:8][CH2:9][CH:10]1[CH2:15][CH2:14][N:13]([C:16]([O:18][C:19]([CH3:22])([CH3:21])[CH3:20])=[O:17])[CH2:12][CH2:11]1.[OH-].[Na+], predict the reaction product. The product is: [C:19]([O:18][C:16]([N:13]1[CH2:12][CH2:11][CH:10]([CH2:9][N:8]2[C:7]3[CH:6]=[CH:5][N:4]=[CH:3][C:2]=3[N:1]=[C:3]2[CH2:2][CH2:7][CH3:6])[CH2:15][CH2:14]1)=[O:17])([CH3:22])([CH3:21])[CH3:20]. (3) Given the reactants [NH2:1][C:2]1[C:26]([O:27][CH3:28])=[CH:25][CH:24]=[CH:23][C:3]=1[C:4]([NH:6][CH:7]([CH2:16][CH:17]1[CH2:22][CH2:21][CH2:20][CH2:19][CH2:18]1)[C:8](=[O:15])[NH:9][C:10]1[S:11][CH:12]=[CH:13][N:14]=1)=[O:5].[CH:29](OCC)(OCC)OCC.CCN(CC)CC, predict the reaction product. The product is: [CH:17]1([CH2:16][CH:7]([N:6]2[C:4](=[O:5])[C:3]3[C:2](=[C:26]([O:27][CH3:28])[CH:25]=[CH:24][CH:23]=3)[N:1]=[CH:29]2)[C:8]([NH:9][C:10]2[S:11][CH:12]=[CH:13][N:14]=2)=[O:15])[CH2:22][CH2:21][CH2:20][CH2:19][CH2:18]1. (4) The product is: [P:13]([O:12][CH2:11][C@H:9]1[O:10][C@@H:6]([N:5]2[C:4]3[N:18]=[C:19]([NH2:23])[NH:20][C:21](=[O:22])[C:3]=3[N:2]=[CH:1]2)[C@H:7]([OH:17])[C@@H:8]1[OH:15])([O:26][P:24]([OH:36])([OH:27])=[O:25])(=[O:14])[OH:16].[P:24]([O:36][CH2:37][C@H:38]1[O:42][C@@H:41]([N:43]2[C:52]3[N:51]=[CH:50][N:49]=[C:47]([NH2:48])[C:46]=3[N:45]=[CH:44]2)[C@H:40]([OH:53])[C@@H:39]1[OH:54])([O:27][P:28]([OH:30])([OH:31])=[O:29])(=[O:25])[OH:26]. Given the reactants [CH:1]1[N:5]([C@@H:6]2[O:10][C@@H:9]3[CH2:11][O:12][P:13]([OH:16])([O:15][C@H:8]3[C@H:7]2[OH:17])=[O:14])[C:4]2[NH:18][C:19]([NH2:23])=[N:20][C:21](=[O:22])[C:3]=2[N:2]=1.[P:24]([O:36][CH2:37][C@H:38]1[O:42][C@@H:41]([N:43]2[C:52]3[N:51]=[CH:50][N:49]=[C:47]([NH2:48])[C:46]=3[N:45]=[CH:44]2)[C@H:40]([OH:53])[C@@H:39]1[OH:54])([O:27][P:28]([O:31]P(O)(O)=O)([OH:30])=[O:29])(=[O:26])[OH:25].P(O)(O)(O)=O.N1C(=O)C2NC=NC=2N=C1N, predict the reaction product. (5) Given the reactants [CH:1]([C:3]1[CH:12]=[CH:11][C:6]([C:7]([O:9][CH3:10])=[O:8])=[C:5]([CH3:13])[CH:4]=1)=O.[NH:14]1[CH2:19][CH2:18][CH2:17][CH2:16][CH2:15]1.C([BH3-])#N.[Na+], predict the reaction product. The product is: [CH3:13][C:5]1[CH:4]=[C:3]([CH2:1][N:14]2[CH2:19][CH2:18][CH2:17][CH2:16][CH2:15]2)[CH:12]=[CH:11][C:6]=1[C:7]([O:9][CH3:10])=[O:8]. (6) Given the reactants [BH4-].[Na+].[CH2:3]([O:10][C:11]1[C:16]([CH2:17][N:18]2[CH2:27][CH2:26][C:25]3[C:20](=[C:21]([Cl:33])[C:22]([C:29](=[O:32])[CH2:30][CH3:31])=[CH:23][C:24]=3[Cl:28])[C:19]2=[O:34])=[C:15]([CH3:35])[CH:14]=[C:13]([CH3:36])[N:12]=1)[C:4]1[CH:9]=[CH:8][CH:7]=[CH:6][CH:5]=1, predict the reaction product. The product is: [CH2:3]([O:10][C:11]1[C:16]([CH2:17][N:18]2[CH2:27][CH2:26][C:25]3[C:20](=[C:21]([Cl:33])[C:22]([CH:29]([OH:32])[CH2:30][CH3:31])=[CH:23][C:24]=3[Cl:28])[C:19]2=[O:34])=[C:15]([CH3:35])[CH:14]=[C:13]([CH3:36])[N:12]=1)[C:4]1[CH:9]=[CH:8][CH:7]=[CH:6][CH:5]=1. (7) Given the reactants C1(P(N=[N+]=[N-])(C2C=CC=CC=2)=[O:8])C=CC=CC=1.C([C:21]1[N:36]=[CH:35][C:24]2[N:25]([CH:32]([CH3:34])[CH3:33])[C:26]3[C:31]([C:23]=2[C:22]=1[CH2:37][CH3:38])=[CH:30][CH:29]=[CH:28][CH:27]=3)(O)=O.C([N:41]([CH2:44]C)CC)C.[CH3:46][Si:47]([CH3:52])([CH3:51])[CH2:48][CH2:49][OH:50], predict the reaction product. The product is: [CH3:46][Si:47]([CH3:52])([CH3:51])[CH2:48][CH2:49][O:50][C:44]([NH:41][C:21]1[N:36]=[CH:35][C:24]2[N:25]([CH:32]([CH3:34])[CH3:33])[C:26]3[C:31]([C:23]=2[C:22]=1[CH2:37][CH3:38])=[CH:30][CH:29]=[CH:28][CH:27]=3)=[O:8].